This data is from Full USPTO retrosynthesis dataset with 1.9M reactions from patents (1976-2016). The task is: Predict the reactants needed to synthesize the given product. (1) The reactants are: FC(F)(F)C(O)=O.C(OC(=O)[NH:14][C@@H:15]([CH2:30][N:31]1[CH2:36][C:35](=[O:37])[N:34]([C:38]2[CH:43]=[CH:42][CH:41]=[CH:40][C:39]=2[Cl:44])[CH2:33][C:32]1([CH3:46])[CH3:45])[C@@H:16]([OH:29])[CH2:17][C@H:18]([C:22](=[O:28])[NH:23][CH2:24][CH2:25][CH2:26][CH3:27])[CH:19]([CH3:21])[CH3:20])(C)(C)C.[C:48]([OH:55])(=[O:54])/[CH:49]=[CH:50]/[C:51]([OH:53])=[O:52].C(NC(=O)[C@H](C(C)C)C[C@H](O)[C@@H](N)CN1CC(=O)N(C2C=CC=CC=2Cl)CC1(C)C)CCC. Given the product [C:48]([OH:55])(=[O:54])/[CH:49]=[CH:50]/[C:51]([OH:53])=[O:52].[CH2:24]([NH:23][C:22](=[O:28])[C@H:18]([CH:19]([CH3:21])[CH3:20])[CH2:17][C@H:16]([OH:29])[C@@H:15]([NH2:14])[CH2:30][N:31]1[CH2:36][C:35](=[O:37])[N:34]([C:38]2[CH:43]=[CH:42][CH:41]=[CH:40][C:39]=2[Cl:44])[CH2:33][C:32]1([CH3:45])[CH3:46])[CH2:25][CH2:26][CH3:27], predict the reactants needed to synthesize it. (2) Given the product [Cl:1][C:2]1[CH:10]=[CH:9][C:8]2[C:4](=[C:5]([N:18]([C:19]3[CH:24]=[CH:23][CH:22]=[C:21]([O:25][CH2:26][CH3:27])[CH:20]=3)[C:35]([NH:34][CH:28]3[CH2:33][CH2:32][CH2:31][CH2:30][CH2:29]3)=[O:36])[N:6]([C:11]3[CH:16]=[CH:15][C:14]([Cl:17])=[CH:13][CH:12]=3)[N:7]=2)[CH:3]=1, predict the reactants needed to synthesize it. The reactants are: [Cl:1][C:2]1[CH:10]=[CH:9][C:8]2[C:4](=[C:5]([NH:18][C:19]3[CH:24]=[CH:23][CH:22]=[C:21]([O:25][CH2:26][CH3:27])[CH:20]=3)[N:6]([C:11]3[CH:16]=[CH:15][C:14]([Cl:17])=[CH:13][CH:12]=3)[N:7]=2)[CH:3]=1.[CH:28]1([N:34]=[C:35]=[O:36])[CH2:33][CH2:32][CH2:31][CH2:30][CH2:29]1.CCN(CC)CC. (3) The reactants are: [CH3:1][O:2][C:3]1[CH:15]=[C:14]([O:16][CH3:17])[CH:13]=[CH:12][C:4]=1[CH2:5][NH:6][C:7]1[S:11]N=C[N:8]=1.S1C(N)=N[CH:20]=[N:19]1.S1C=NN=C1N. Given the product [CH3:1][O:2][C:3]1[CH:15]=[C:14]([O:16][CH3:17])[CH:13]=[CH:12][C:4]=1[CH2:5][NH:6][C:7]1[S:11][CH:20]=[N:19][N:8]=1, predict the reactants needed to synthesize it. (4) Given the product [CH2:34]([NH:41][C:42]([NH:44][N:45]([CH2:50][CH:51]=[CH2:52])[CH2:46][C:47]([NH:1][C@@H:2]([CH2:22][C:23]1[CH:24]=[CH:25][C:26]([O:29][C:30]([CH3:31])([CH3:33])[CH3:32])=[CH:27][CH:28]=1)[C:3]([N:5]([CH2:14][CH:15]([O:19][CH2:20][CH3:21])[O:16][CH2:17][CH3:18])[CH2:6][C:7]1[CH:12]=[CH:11][CH:10]=[C:9]([F:13])[N:8]=1)=[O:4])=[O:48])=[O:43])[C:35]1[CH:36]=[CH:37][CH:38]=[CH:39][CH:40]=1, predict the reactants needed to synthesize it. The reactants are: [NH2:1][C@@H:2]([CH2:22][C:23]1[CH:28]=[CH:27][C:26]([O:29][C:30]([CH3:33])([CH3:32])[CH3:31])=[CH:25][CH:24]=1)[C:3]([N:5]([CH2:14][CH:15]([O:19][CH2:20][CH3:21])[O:16][CH2:17][CH3:18])[CH2:6][C:7]1[CH:12]=[CH:11][CH:10]=[C:9]([F:13])[N:8]=1)=[O:4].[CH2:34]([NH:41][C:42]([NH:44][N:45]([CH2:50][CH:51]=[CH2:52])[CH2:46][C:47](O)=[O:48])=[O:43])[C:35]1[CH:40]=[CH:39][CH:38]=[CH:37][CH:36]=1.C(N(CC)CC)C.CN(C(ON1N=NC2C=CC=NC1=2)=[N+](C)C)C.F[P-](F)(F)(F)(F)F. (5) Given the product [F:33][CH2:27][CH2:26][NH:28][C:17]([C:14]1[CH:15]=[C:16]2[C:11](=[CH:12][C:13]=1[O:21][CH3:22])[N:10]=[CH:9][CH:8]=[C:7]2[O:6][C:5]1[CH:23]=[CH:24][C:2]([NH:1][C:62]([NH:40][CH:44]2[CH2:45][CH2:46]2)=[O:63])=[C:3]([CH3:25])[CH:4]=1)=[O:18], predict the reactants needed to synthesize it. The reactants are: [NH2:1][C:2]1[CH:24]=[CH:23][C:5]([O:6][C:7]2[C:16]3[C:11](=[CH:12][C:13]([O:21][CH3:22])=[C:14]([C:17](OC)=[O:18])[CH:15]=3)[N:10]=[CH:9][CH:8]=2)=[CH:4][C:3]=1[CH3:25].[CH2:26]([N:28](CC)CC)[CH3:27].[F:33][P-](F)(F)(F)(F)[F:33].[N:40]1([P+](N(C)C)(N(C)C)N(C)C)[C:44]2[CH:45]=[CH:46][CH:46]=[CH:45][C:44]=2[N:40]=N1.O.CN(C)[CH:62]=[O:63].